This data is from Full USPTO retrosynthesis dataset with 1.9M reactions from patents (1976-2016). The task is: Predict the reactants needed to synthesize the given product. (1) Given the product [C:44]([O-:46])(=[O:45])[CH3:43].[NH2:3][C:4]1[N:9]=[CH:8][N:7]=[C:6]2[N:10]([CH:33]3[CH2:34][CH2:35][NH2+:36][CH2:37][CH2:38]3)[N:11]=[C:12]([C:13]3[CH:18]=[CH:17][C:16]([NH:19][C:20]([C:22]4[N:23]([CH2:39][CH3:40])[C:24]5[C:29]([CH:30]=4)=[CH:28][CH:27]=[CH:26][CH:25]=5)=[O:21])=[C:15]([O:31][CH3:32])[CH:14]=3)[C:5]=12, predict the reactants needed to synthesize it. The reactants are: [H-].[Na+].[NH2:3][C:4]1[N:9]=[CH:8][N:7]=[C:6]2[N:10]([CH:33]3[CH2:38][CH2:37][NH:36][CH2:35][CH2:34]3)[N:11]=[C:12]([C:13]3[CH:18]=[CH:17][C:16]([NH:19][C:20]([C:22]4[NH:23][C:24]5[C:29]([CH:30]=4)=[CH:28][CH:27]=[CH:26][CH:25]=5)=[O:21])=[C:15]([O:31][CH3:32])[CH:14]=3)[C:5]=12.[CH2:39](I)[CH3:40].F[C:43](F)(F)[C:44]([OH:46])=[O:45]. (2) Given the product [F:20][C:5]1[C:4]([F:21])=[CH:3][C:2]([NH:1][C:23]2[N:24]=[CH:25][CH:26]=[C:27]3[C:32]=2[N:31]=[CH:30][C:29]([O:33][CH3:34])=[CH:28]3)=[CH:7][C:6]=1[C:8]1([CH3:19])[CH2:13][CH:12]([C:14]([F:17])([F:16])[F:15])[O:11][C:10]([NH2:18])=[N:9]1, predict the reactants needed to synthesize it. The reactants are: [NH2:1][C:2]1[CH:3]=[C:4]([F:21])[C:5]([F:20])=[C:6]([C@:8]2([CH3:19])[CH2:13][C@@H:12]([C:14]([F:17])([F:16])[F:15])[O:11][C:10]([NH2:18])=[N:9]2)[CH:7]=1.Cl[C:23]1[N:24]=[CH:25][CH:26]=[C:27]2[C:32]=1[N:31]=[CH:30][C:29]([O:33][CH3:34])=[CH:28]2.